This data is from Forward reaction prediction with 1.9M reactions from USPTO patents (1976-2016). The task is: Predict the product of the given reaction. (1) The product is: [Cl:23][C:8]1[C:7]2[C:12](=[CH:13][C:4]3[CH:3]=[C:2]([OH:1])[C:18]([O:19][CH3:20])=[CH:17][C:5]=3[CH:6]=2)[N:11]=[CH:10][C:9]=1[C:14]#[N:15]. Given the reactants [OH:1][C:2]1[C:18]([O:19][CH3:20])=[CH:17][C:5]2[CH:6]=[C:7]3[C:12](=[CH:13][C:4]=2[CH:3]=1)[NH:11][CH:10]=[C:9]([C:14]#[N:15])[C:8]3=O.P(Cl)(Cl)([Cl:23])=O, predict the reaction product. (2) Given the reactants [C:1]([O:5][C:6]([NH:8][CH2:9][C:10]1[CH:15]=[CH:14][C:13]([C:16]2[C:25]([C:26]3[CH:31]=[CH:30][CH:29]=[CH:28][CH:27]=3)=[CH:24][C:23]3[C:22]([C:32]([OH:34])=O)=[N:21][CH:20]=[CH:19][C:18]=3[N:17]=2)=[CH:12][CH:11]=1)=[O:7])([CH3:4])([CH3:3])[CH3:2].C(Cl)CCl.C1C=CC2N(O)N=NC=2C=1.CCN(C(C)C)C(C)C.[C:58]1([CH2:64][NH2:65])[CH:63]=[CH:62][CH:61]=[CH:60][CH:59]=1, predict the reaction product. The product is: [CH2:64]([NH:65][C:32]([C:22]1[N:21]=[CH:20][CH:19]=[C:18]2[C:23]=1[CH:24]=[C:25]([C:26]1[CH:31]=[CH:30][CH:29]=[CH:28][CH:27]=1)[C:16]([C:13]1[CH:12]=[CH:11][C:10]([CH2:9][NH:8][C:6](=[O:7])[O:5][C:1]([CH3:2])([CH3:4])[CH3:3])=[CH:15][CH:14]=1)=[N:17]2)=[O:34])[C:58]1[CH:63]=[CH:62][CH:61]=[CH:60][CH:59]=1.